Dataset: Forward reaction prediction with 1.9M reactions from USPTO patents (1976-2016). Task: Predict the product of the given reaction. (1) Given the reactants [C:1]([NH2:5])(=[O:4])[CH:2]=[CH2:3].Br[C:7]1C=C[C:10]([CH:13]([Cl:15])C)=[CH:9][CH:8]=1.C(N([CH2:23][CH2:24][CH3:25])CCC)CC, predict the reaction product. The product is: [Cl:15][C:13]1[CH:10]=[CH:9][C:8](/[CH:3]=[CH:2]/[C:1]([NH2:5])=[O:4])=[CH:7][C:23]=1[CH2:24][CH3:25]. (2) The product is: [Cl:1][C:2]1[C:7]([OH:8])=[CH:6][CH:5]=[C:4]([CH2:9][OH:10])[N:3]=1. Given the reactants [Cl:1][C:2]1[C:7]([OH:8])=[CH:6][CH:5]=[CH:4][N:3]=1.[C:9]([O-])(O)=[O:10].[Na+].C=O.Cl, predict the reaction product. (3) Given the reactants Cl[C:2]1[CH:11]=[CH:10][N:9]=[C:8]2[C:3]=1[CH:4]=[CH:5][C:6]([CH3:12])=[N:7]2.[CH2:13]([O:15][C:16](=[O:33])[C:17]1[CH:22]=[CH:21][C:20]([S:23][C:24]2[CH:29]=[CH:28][CH:27]=[CH:26][CH:25]=2)=[C:19]([N+:30]([O-])=O)[CH:18]=1)[CH3:14], predict the reaction product. The product is: [CH2:13]([O:15][C:16](=[O:33])[C:17]1[CH:22]=[CH:21][C:20]([S:23][C:24]2[CH:25]=[CH:26][CH:27]=[CH:28][CH:29]=2)=[C:19]([NH:30][C:2]2[C:3]3[C:8](=[N:7][C:6]([CH3:12])=[CH:5][CH:4]=3)[N:9]=[CH:10][CH:11]=2)[CH:18]=1)[CH3:14]. (4) Given the reactants [CH3:1][O:2][C:3]1[CH:8]=[C:7]([O:9][CH3:10])[C:6]([S:11](Cl)(=[O:13])=[O:12])=[CH:5][C:4]=1[C:15]1[C:19]([O:20][C:21]2[CH:26]=[CH:25][CH:24]=[CH:23][C:22]=2[Cl:27])=[CH:18][NH:17][N:16]=1.[NH2:28][C:29]1[CH:34]=[CH:33][N:32]=[CH:31][CH:30]=1, predict the reaction product. The product is: [CH3:1][O:2][C:3]1[CH:8]=[C:7]([O:9][CH3:10])[C:6]([S:11](=[O:13])(=[O:12])[NH:28][C:29]2[CH:34]=[CH:33][N:32]=[CH:31][CH:30]=2)=[CH:5][C:4]=1[C:15]1[C:19]([O:20][C:21]2[CH:26]=[CH:25][CH:24]=[CH:23][C:22]=2[Cl:27])=[CH:18][NH:17][N:16]=1. (5) Given the reactants [NH2:1][C:2]([NH:4][C:5]1[S:6][C:7]([C:13]2[CH:18]=[CH:17][CH:16]=[CH:15][C:14]=2[O:19][CH:20]2[CH2:24][CH2:23][N:22](C(OC(C)(C)C)=O)[CH2:21]2)=[CH:8][C:9]=1[C:10]([NH2:12])=[O:11])=[O:3].FC(F)(F)C(O)=O, predict the reaction product. The product is: [NH2:1][C:2]([NH:4][C:5]1[S:6][C:7]([C:13]2[CH:18]=[CH:17][CH:16]=[CH:15][C:14]=2[O:19][CH:20]2[CH2:24][CH2:23][NH:22][CH2:21]2)=[CH:8][C:9]=1[C:10]([NH2:12])=[O:11])=[O:3]. (6) The product is: [NH2:1][C:2]1[CH:3]=[C:4]([CH:7]=[CH:8][CH:9]=1)[CH:5]=[N:12][OH:11]. Given the reactants [NH2:1][C:2]1[CH:3]=[C:4]([CH:7]=[CH:8][CH:9]=1)[CH:5]=O.Cl.[OH:11][NH2:12].CC([O-])=O.[Na+], predict the reaction product. (7) Given the reactants [CH3:1][C:2]([N:11]1[CH:15]=[C:14]([NH:16][C:17](=[O:23])[CH:18]([NH2:22])[CH2:19][CH2:20][CH3:21])[N:13]=[CH:12]1)([CH3:10])[CH2:3][N:4]1[CH2:9][CH2:8][O:7][CH2:6][CH2:5]1.[F:24][C:25]1[CH:26]=[C:27]([CH:32]([OH:36])[C:33](O)=[O:34])[CH:28]=[C:29]([F:31])[CH:30]=1, predict the reaction product. The product is: [CH3:1][C:2]([N:11]1[CH:15]=[C:14]([NH:16][C:17](=[O:23])[CH:18]([NH:22][C:33](=[O:34])[CH:32]([C:27]2[CH:28]=[C:29]([F:31])[CH:30]=[C:25]([F:24])[CH:26]=2)[OH:36])[CH2:19][CH2:20][CH3:21])[N:13]=[CH:12]1)([CH3:10])[CH2:3][N:4]1[CH2:5][CH2:6][O:7][CH2:8][CH2:9]1. (8) Given the reactants [H-].[Na+].[CH2:3]([OH:7])[C:4]#[C:5][CH3:6].Cl[C:9]1[CH:14]=[C:13]([CH2:15][C:16]2[C:21]([F:22])=[C:20]([CH3:23])[CH:19]=[CH:18][C:17]=2[Cl:24])[N:12]=[CH:11][N:10]=1.[Cl-].[NH4+], predict the reaction product. The product is: [CH2:3]([O:7][C:9]1[CH:14]=[C:13]([CH2:15][C:16]2[C:21]([F:22])=[C:20]([CH3:23])[CH:19]=[CH:18][C:17]=2[Cl:24])[N:12]=[CH:11][N:10]=1)[C:4]#[C:5][CH3:6].